Dataset: Catalyst prediction with 721,799 reactions and 888 catalyst types from USPTO. Task: Predict which catalyst facilitates the given reaction. (1) Reactant: [CH2:1]([C:8]1[C:31](=[O:32])[N:11]2[CH:12]=[C:13]([C:25]3[CH:30]=[CH:29][CH:28]=[CH:27][CH:26]=3)[NH:14][C:15]([S:16][C:17]3[CH:22]=[CH:21][C:20]([O:23][CH3:24])=[CH:19][CH:18]=3)=[C:10]2[N:9]=1)[C:2]1[CH:7]=[CH:6][CH:5]=[CH:4][CH:3]=1.[C:33](Cl)(=[O:35])[CH3:34]. Product: [C:33]([O:32][C:31]1[N:11]2[CH:12]=[C:13]([C:25]3[CH:26]=[CH:27][CH:28]=[CH:29][CH:30]=3)[N:14]=[C:15]([S:16][C:17]3[CH:22]=[CH:21][C:20]([O:23][CH3:24])=[CH:19][CH:18]=3)[C:10]2=[N:9][C:8]=1[CH2:1][C:2]1[CH:3]=[CH:4][CH:5]=[CH:6][CH:7]=1)(=[O:35])[CH3:34]. The catalyst class is: 112. (2) Reactant: C([O:8][C:9](=[O:20])[CH2:10][N:11]1[C:15]2[CH:16]=[CH:17][CH:18]=[CH:19][C:14]=2[N:13]=[CH:12]1)C1C=CC=CC=1.[H][H]. Product: [N:11]1([CH2:10][C:9]([OH:20])=[O:8])[C:15]2[CH:16]=[CH:17][CH:18]=[CH:19][C:14]=2[N:13]=[CH:12]1. The catalyst class is: 19. (3) Reactant: CC1C=CC(S(O[CH2:12][CH:13]2[CH2:17][O:16][C:15]([CH3:19])([CH3:18])[O:14]2)(=O)=O)=CC=1.[N-:20]=[N+:21]=[N-:22].[Na+]. Product: [N:20]([CH2:12][CH:13]1[CH2:17][O:16][C:15]([CH3:19])([CH3:18])[O:14]1)=[N+:21]=[N-:22]. The catalyst class is: 3.